Task: Predict the reactants needed to synthesize the given product.. Dataset: Full USPTO retrosynthesis dataset with 1.9M reactions from patents (1976-2016) (1) Given the product [Br:12][C:13]1[O:17][C:16]2[CH:18]=[CH:19][CH:20]=[CH:21][C:15]=2[C:14]=1[CH:22]=[O:23], predict the reactants needed to synthesize it. The reactants are: [Cr](Cl)([O-])(=O)=O.[NH+]1C=CC=CC=1.[Br:12][C:13]1[O:17][C:16]2[CH:18]=[CH:19][CH:20]=[CH:21][C:15]=2[C:14]=1[CH2:22][OH:23]. (2) Given the product [OH:28][C@@H:21]1[CH2:20][CH2:19][C:18]2[C:23](=[CH:24][C:25]([F:27])=[CH:26][C:17]=2[F:16])[CH2:22]1, predict the reactants needed to synthesize it. The reactants are: [H-].[Al+3].[Li+].[H-].[H-].[H-].C(NC1C=CC=CN=1)C.[F:16][C:17]1[CH:26]=[C:25]([F:27])[CH:24]=[C:23]2[C:18]=1[CH2:19][CH2:20][C:21](=[O:28])[CH2:22]2. (3) Given the product [CH3:40][CH:2]([CH3:1])[CH:3]([C:20]1[CH:25]=[CH:24][C:23]([CH2:26][N:27]2[C:32](=[O:33])[CH2:31][O:30][C:29]([C:34]3[CH:39]=[CH:38][CH:37]=[CH:36][CH:35]=3)=[N:28]2)=[CH:22][CH:21]=1)[C:4]([NH:6][C:7]1[CH:12]=[CH:11][C:10]([CH2:13][CH2:14][C:15]([O:17][CH2:18][CH3:19])=[O:16])=[CH:9][CH:8]=1)=[O:5], predict the reactants needed to synthesize it. The reactants are: [CH3:1][CH:2]([CH3:40])[CH:3]([C:20]1[CH:25]=[CH:24][C:23]([CH2:26][N:27]2[C:32](=[O:33])[CH2:31][O:30][C:29]([C:34]3[CH:39]=[CH:38][CH:37]=[CH:36][CH:35]=3)=[N:28]2)=[CH:22][CH:21]=1)[C:4]([NH:6][C:7]1[CH:12]=[CH:11][C:10](/[CH:13]=[CH:14]/[C:15]([O:17][CH2:18][CH3:19])=[O:16])=[CH:9][CH:8]=1)=[O:5]. (4) Given the product [Br:1][C:2]1[CH:7]=[CH:6][C:5]([N:8]2[C:9]3=[N:10][C:11]4[C:22]([Cl:23])=[CH:21][CH:20]=[C:19]([CH:24]([CH2:27][CH3:28])[CH2:25][CH3:26])[C:12]=4[N:13]3[CH2:14][CH2:15][CH2:16][CH2:17]2)=[C:4]([CH3:29])[CH:3]=1, predict the reactants needed to synthesize it. The reactants are: [Br:1][C:2]1[CH:7]=[CH:6][C:5]([NH:8][C:9]2[N:13]([CH2:14][CH2:15][CH2:16][CH2:17]O)[C:12]3[C:19]([CH:24]([CH2:27][CH3:28])[CH2:25][CH3:26])=[CH:20][CH:21]=[C:22]([Cl:23])[C:11]=3[N:10]=2)=[C:4]([CH3:29])[CH:3]=1.CS(Cl)(=O)=O.S([O-])(=O)(=O)C.C(=O)([O-])[O-].[K+].[K+]. (5) Given the product [Cl:12][C:11]1[N:10]=[C:17]([Cl:18])[N:16]=[C:14]([NH:2][N:3]2[CH2:9][C:7](=[O:8])[NH:6][C:4]2=[O:5])[N:13]=1, predict the reactants needed to synthesize it. The reactants are: Cl.[NH2:2][N:3]1[CH2:9][C:7](=[O:8])[NH:6][C:4]1=[O:5].[N:10]1[C:17]([Cl:18])=[N:16][C:14](Cl)=[N:13][C:11]=1[Cl:12].C(=O)(O)[O-].[Na+]. (6) Given the product [Cl:1][C:2]1[CH:27]=[CH:26][C:5]([O:6][CH2:7][C:8]([N:10]2[CH2:15][C@H:14]([CH3:16])[N:13]([CH2:17][C:18]3[CH:23]=[CH:22][C:21]([F:24])=[CH:20][CH:19]=3)[CH2:12][C@H:11]2[CH3:25])=[O:9])=[C:4]([CH2:36][C:37]#[N:38])[CH:3]=1, predict the reactants needed to synthesize it. The reactants are: [Cl:1][C:2]1[CH:27]=[CH:26][C:5]([O:6][CH2:7][C:8]([N:10]2[CH2:15][C@H:14]([CH3:16])[N:13]([CH2:17][C:18]3[CH:23]=[CH:22][C:21]([F:24])=[CH:20][CH:19]=3)[CH2:12][C@H:11]2[CH3:25])=[O:9])=[C:4](O)[CH:3]=1.C(=O)([O-])[O-].[Cs+].[Cs+].Br[CH2:36][C:37]#[N:38].